From a dataset of Forward reaction prediction with 1.9M reactions from USPTO patents (1976-2016). Predict the product of the given reaction. (1) Given the reactants [CH3:1][O:2][C:3](=[O:43])/[CH:4]=[CH:5]/[C:6]1[C:14]2[C:9](=[N:10][CH:11]=[C:12]([C:28]3[CH:33]=[CH:32][CH:31]=[CH:30][CH:29]=3)[C:13]=2[N:15]2[CH2:20][CH2:19][N:18](C(OC(C)(C)C)=O)[CH2:17][CH2:16]2)[N:8](CC2C=CC(OC)=CC=2)[N:7]=1.C(O)(C(F)(F)F)=O.C(Cl)[Cl:52], predict the reaction product. The product is: [ClH:52].[C:28]1([C:12]2[C:13]([N:15]3[CH2:16][CH2:17][NH:18][CH2:19][CH2:20]3)=[C:14]3[C:6](/[CH:5]=[CH:4]/[C:3]([O:2][CH3:1])=[O:43])=[N:7][NH:8][C:9]3=[N:10][CH:11]=2)[CH:33]=[CH:32][CH:31]=[CH:30][CH:29]=1. (2) Given the reactants [F:1][C:2]([F:7])([F:6])[C:3]([OH:5])=[O:4].C([N:15]1[C@@H:20]2[C@H:21]([C:23]([OH:25])=[O:24])[CH2:22][C@@:16]1([C:42]1[CH:47]=[CH:46][CH:45]=[CH:44][CH:43]=1)[C@H:17]([O:26][CH2:27][C:28]1[CH:33]=[C:32]([C:34]([F:37])([F:36])[F:35])[CH:31]=[C:30]([C:38]([F:41])([F:40])[F:39])[CH:29]=1)[CH2:18][CH2:19]2)C1C=CC=CC=1, predict the reaction product. The product is: [F:1][C:2]([F:7])([F:6])[C:3]([OH:5])=[O:4].[F:41][C:38]([F:39])([F:40])[C:30]1[CH:29]=[C:28]([CH2:27][O:26][C@@H:17]2[CH2:18][CH2:19][C@@H:20]3[NH:15][C@@:16]2([C:42]2[CH:47]=[CH:46][CH:45]=[CH:44][CH:43]=2)[CH2:22][C@H:21]3[C:23]([OH:25])=[O:24])[CH:33]=[C:32]([C:34]([F:36])([F:37])[F:35])[CH:31]=1.